This data is from Forward reaction prediction with 1.9M reactions from USPTO patents (1976-2016). The task is: Predict the product of the given reaction. (1) Given the reactants [F:1][C:2]1[CH:3]=[C:4]([CH:13]([NH2:15])[CH3:14])[CH:5]=[CH:6][C:7]=1[NH:8][S:9]([CH3:12])(=[O:11])=[O:10].[C:16]([C:20]1[CH:43]=[CH:42][C:23]([CH2:24][NH:25][C:26](NC(C2C=CC(NS(C)(=O)=O)=CC=2)C)=[O:27])=[CH:22][CH:21]=1)([CH3:19])([CH3:18])[CH3:17], predict the reaction product. The product is: [C:16]([C:20]1[CH:43]=[CH:42][C:23]([CH2:24][NH:25][C:26]([NH:15][CH:13]([C:4]2[CH:5]=[CH:6][C:7]([NH:8][S:9]([CH3:12])(=[O:11])=[O:10])=[C:2]([F:1])[CH:3]=2)[CH3:14])=[O:27])=[CH:22][CH:21]=1)([CH3:19])([CH3:17])[CH3:18]. (2) The product is: [NH2:7][CH2:8][C:9]1[NH:25][C:12]2=[N:13][CH:14]=[C:15]([C:17]([NH:19][CH2:20][C:21]([F:24])([F:22])[F:23])=[O:18])[CH:16]=[C:11]2[N:10]=1. Given the reactants C(OC(=O)[NH:7][CH2:8][C:9]1[NH:25][C:12]2=[N:13][CH:14]=[C:15]([C:17]([NH:19][CH2:20][C:21]([F:24])([F:23])[F:22])=[O:18])[CH:16]=[C:11]2[N:10]=1)(C)(C)C.Cl, predict the reaction product. (3) Given the reactants [CH2:1]([O:8][C:9]1[CH:18]=[C:17]2[C:12]([C:13]([CH:21]([C:29]#[N:30])C(OC(C)(C)C)=O)=[C:14]([C:19]#[N:20])[CH:15]=[N:16]2)=[CH:11][C:10]=1[O:31][CH3:32])[C:2]1[CH:7]=[CH:6][CH:5]=[CH:4][CH:3]=1.[NH:33]1[CH:37]=[CH:36][N:35]=[CH:34]1.N1C=CC=CC=1.Cl, predict the reaction product. The product is: [CH2:1]([O:8][C:9]1[C:10]([O:31][CH3:32])=[CH:11][C:12]2[C:13]3[C:14](=[C:19]([NH2:20])[N:30]=[C:29]([N:33]4[CH:37]=[CH:36][N:35]=[CH:34]4)[CH:21]=3)[CH:15]=[N:16][C:17]=2[CH:18]=1)[C:2]1[CH:3]=[CH:4][CH:5]=[CH:6][CH:7]=1.